Dataset: Catalyst prediction with 721,799 reactions and 888 catalyst types from USPTO. Task: Predict which catalyst facilitates the given reaction. (1) Reactant: Cl[C:2]1[C:14]2[C:13](=[O:15])[C:12]3[CH:11]=[N:10][CH:9]=[CH:8][C:7]=3[C:6]=2[C:5]2[CH:16]=[CH:17][C:18]([O:20][CH3:21])=[CH:19][C:4]=2[N:3]=1.[NH2:22][CH2:23][CH2:24][N:25]([CH3:34])[CH2:26][CH2:27][CH2:28][N:29]([CH2:31][CH2:32][NH2:33])[CH3:30]. Product: [NH2:33][CH2:32][CH2:31][N:29]([CH3:30])[CH2:28][CH2:27][CH2:26][N:25]([CH3:34])[CH2:24][CH2:23][NH:22][C:2]1[C:14]2[C:13](=[O:15])[C:12]3[CH:11]=[N:10][CH:9]=[CH:8][C:7]=3[C:6]=2[C:5]2[CH:16]=[CH:17][C:18]([O:20][CH3:21])=[CH:19][C:4]=2[N:3]=1. The catalyst class is: 4. (2) Reactant: [N+:1]([C:4]1[CH:9]=[CH:8][CH:7]=[CH:6][C:5]=1[NH:10][CH2:11][C@@H:12]1[CH2:16][CH2:15][N:14]([C:17]([O:19][C:20]([CH3:23])([CH3:22])[CH3:21])=[O:18])[CH2:13]1)([O-])=O. Product: [NH2:1][C:4]1[CH:9]=[CH:8][CH:7]=[CH:6][C:5]=1[NH:10][CH2:11][C@@H:12]1[CH2:16][CH2:15][N:14]([C:17]([O:19][C:20]([CH3:23])([CH3:22])[CH3:21])=[O:18])[CH2:13]1.[CH:17]([O:19][C:20]([CH3:23])([CH3:22])[CH3:21])=[O:18]. The catalyst class is: 50.